This data is from Experimentally validated miRNA-target interactions with 360,000+ pairs, plus equal number of negative samples. The task is: Binary Classification. Given a miRNA mature sequence and a target amino acid sequence, predict their likelihood of interaction. The miRNA is hsa-miR-513c-3p with sequence UAAAUUUCACCUUUCUGAGAAGA. The protein sequence of the target gene is MSATRAKKVKMATKSCPECDQQVPVACKSCPCGYIFISRKLLNAKHSEKSPPSTENKHEAKRRRTERVRREKINSTVNKDLENRKRSRSNSHSDHIRRGRGRPKSASAKKHEEEREKQEKEIDIYANLSDEKAFVFSVALAEINRKIINQRLIL. Result: 1 (interaction).